Dataset: Reaction yield outcomes from USPTO patents with 853,638 reactions. Task: Predict the reaction yield, written as a fraction of the theoretical maximum amount of product (1.0 means a 100% yield; for example, 0.34 means a 34% yield). (1) The yield is 0.440. The catalyst is CN(C)C1C=CN=CC=1.CN(C=O)C. The product is [Cl:37][C:34]1[CH:35]=[CH:36][C:31]([NH:30][C:24]2[C:23]3[C:28](=[CH:29][C:20]([O:19][CH2:18][CH2:17][CH2:16][C:13]([N:45]4[CH2:46][CH2:47][N:42]([CH3:41])[CH2:43][CH2:44]4)=[O:15])=[C:21]([O:39][CH3:40])[CH:22]=3)[N:27]=[CH:26][N:25]=2)=[C:32]([F:38])[CH:33]=1. The reactants are Cl.CN(C)CCCN=C=NCC.[C:13]([CH2:16][CH2:17][CH2:18][O:19][C:20]1[CH:29]=[C:28]2[C:23]([C:24]([NH:30][C:31]3[CH:36]=[CH:35][C:34]([Cl:37])=[CH:33][C:32]=3[F:38])=[N:25][CH:26]=[N:27]2)=[CH:22][C:21]=1[O:39][CH3:40])([OH:15])=O.[CH3:41][N:42]1[CH2:47][CH2:46][NH:45][CH2:44][CH2:43]1. (2) The reactants are [CH3:1][C:2]1([CH2:18][C:19]([O:21]C)=[O:20])[C:10]2[C:5](=[CH:6][CH:7]=[CH:8][CH:9]=2)[N:4]([CH:11]2[CH2:16][CH2:15][NH:14][CH2:13][CH2:12]2)[C:3]1=[O:17].[CH:23]1[C:32]2[CH:33]3[CH:35]([C:30]4[C:31]=2[C:26]([CH:27]=[CH:28][CH:29]=4)=[CH:25][CH:24]=1)[O:34]3.O. The catalyst is CN(C)C=O. The product is [OH:34][CH:33]1[C:32]2[C:31]3[C:26]([CH:25]=[CH:24][CH:23]=2)=[CH:27][CH:28]=[CH:29][C:30]=3[CH:35]1[N:14]1[CH2:13][CH2:12][CH:11]([N:4]2[C:5]3[C:10](=[CH:9][CH:8]=[CH:7][CH:6]=3)[C:2]([CH2:18][C:19]([OH:21])=[O:20])([CH3:1])[C:3]2=[O:17])[CH2:16][CH2:15]1. The yield is 0.770. (3) The reactants are [C:1](Cl)(=[O:5])[C:2]([CH3:4])=[CH2:3].ON1C(=O)CCC1=O.[NH2:15][CH2:16][CH2:17][CH2:18][CH2:19][CH2:20][CH2:21][OH:22]. The catalyst is C(Cl)(Cl)Cl.C(N(CC)CC)C. The product is [OH:22][CH2:21][CH2:20][CH2:19][CH2:18][CH2:17][CH2:16][NH:15][C:1](=[O:5])[C:2]([CH3:4])=[CH2:3]. The yield is 0.750. (4) The product is [CH2:3]([N:10]1[CH2:15][CH2:14][C:13]([N:22]([CH3:30])[C:23](=[O:29])[O:24][C:25]([CH3:26])([CH3:28])[CH3:27])([C:16]2[CH:21]=[CH:20][N:19]=[CH:18][CH:17]=2)[CH2:12][CH2:11]1)[C:4]1[CH:5]=[CH:6][CH:7]=[CH:8][CH:9]=1. The yield is 0.380. The reactants are [H-].[Na+].[CH2:3]([N:10]1[CH2:15][CH2:14][C:13]([NH:22][C:23](=[O:29])[O:24][C:25]([CH3:28])([CH3:27])[CH3:26])([C:16]2[CH:21]=[CH:20][N:19]=[CH:18][CH:17]=2)[CH2:12][CH2:11]1)[C:4]1[CH:9]=[CH:8][CH:7]=[CH:6][CH:5]=1.[CH3:30]I. The catalyst is C1COCC1. (5) The reactants are [CH:1]1([CH:7]([C:19]2[CH:23]=[C:22]([CH3:24])[O:21][C:20]=2[CH3:25])[O:8][C:9]2[CH:18]=[CH:17][C:12]([C:13]([O:15]C)=[O:14])=[CH:11][CH:10]=2)[CH2:6][CH2:5][CH2:4][CH2:3][CH2:2]1.[OH-].[Li+].O.Cl. The catalyst is CO.O1CCCC1. The product is [CH:1]1([CH:7]([C:19]2[CH:23]=[C:22]([CH3:24])[O:21][C:20]=2[CH3:25])[O:8][C:9]2[CH:10]=[CH:11][C:12]([C:13]([OH:15])=[O:14])=[CH:17][CH:18]=2)[CH2:6][CH2:5][CH2:4][CH2:3][CH2:2]1. The yield is 0.610. (6) The reactants are [NH:1]1[CH:5]=[C:4]([C:6]2[CH:11]=[C:10]([C:12]([NH2:14])=[O:13])[CH:9]=[CH:8][N:7]=2)[N:3]=[CH:2]1.[CH2:15]([O:17][C:18]1[CH:23]=[CH:22][CH:21]=[CH:20][C:19]=1[CH2:24][CH2:25]OS(C)(=O)=O)[CH3:16].C([O-])([O-])=O.[K+].[K+]. The catalyst is CN(C=O)C. The product is [CH2:15]([O:17][C:18]1[CH:23]=[CH:22][CH:21]=[CH:20][C:19]=1[CH2:24][CH2:25][N:1]1[CH:5]=[C:4]([C:6]2[CH:11]=[C:10]([C:12]([NH2:14])=[O:13])[CH:9]=[CH:8][N:7]=2)[N:3]=[CH:2]1)[CH3:16]. The yield is 0.530. (7) The reactants are [CH2:1]([OH:3])[CH3:2].[H-].[Na+].Br[C:7]1[CH:8]=[C:9]([CH:30]=[CH:31][N:32]=1)[C:10]([NH:12][C:13]1[S:14][C:15]2[C:21]([N:22]3[CH2:27][CH2:26][O:25][CH2:24][CH2:23]3)=[CH:20][CH:19]=[C:18]([O:28][CH3:29])[C:16]=2[N:17]=1)=[O:11]. The catalyst is O1CCOCC1. The product is [CH2:1]([O:3][C:7]1[CH:8]=[C:9]([CH:30]=[CH:31][N:32]=1)[C:10]([NH:12][C:13]1[S:14][C:15]2[C:21]([N:22]3[CH2:23][CH2:24][O:25][CH2:26][CH2:27]3)=[CH:20][CH:19]=[C:18]([O:28][CH3:29])[C:16]=2[N:17]=1)=[O:11])[CH3:2]. The yield is 0.440.